From a dataset of Forward reaction prediction with 1.9M reactions from USPTO patents (1976-2016). Predict the product of the given reaction. (1) Given the reactants [NH2:1][C:2]1[C:3]([F:10])=[CH:4][C:5]([Cl:9])=[C:6]([OH:8])[CH:7]=1.Cl[C:12]1[CH:17]=[CH:16][C:15]([N+:18]([O-:20])=[O:19])=[CH:14][N:13]=1.C(=O)([O-])[O-].[K+].[K+].[Cl-].[NH4+], predict the reaction product. The product is: [Cl:9][C:5]1[C:6]([O:8][C:12]2[CH:17]=[CH:16][C:15]([N+:18]([O-:20])=[O:19])=[CH:14][N:13]=2)=[CH:7][C:2]([NH2:1])=[C:3]([F:10])[CH:4]=1. (2) Given the reactants [NH2:1][C@H:2]1[CH2:10][C:9]2[C:4](=[CH:5][CH:6]=[C:7]([CH2:11][N:12]3[CH:16]=[C:15]([CH2:17][OH:18])[C:14]([C:19]([F:22])([F:21])[F:20])=[N:13]3)[CH:8]=2)[CH2:3]1.C(N(CC)CC)C.[Cl:30][C:31]1[CH:36]=[CH:35][CH:34]=[CH:33][C:32]=1[S:37](Cl)(=[O:39])=[O:38], predict the reaction product. The product is: [OH:18][CH2:17][C:15]1[C:14]([C:19]([F:22])([F:21])[F:20])=[N:13][N:12]([CH2:11][C:7]2[CH:8]=[C:9]3[C:4](=[CH:5][CH:6]=2)[CH2:3][C@@H:2]([NH:1][S:37]([C:32]2[CH:33]=[CH:34][CH:35]=[CH:36][C:31]=2[Cl:30])(=[O:39])=[O:38])[CH2:10]3)[CH:16]=1. (3) Given the reactants Br[C:2]1[CH:14]=[C:13]2[C:5]([C:6]3[CH:7]=[C:8]([C:15]([O:17][CH2:18][CH3:19])=[O:16])[CH:9]=[CH:10][C:11]=3[NH:12]2)=[C:4]([C:20](=[O:23])[NH:21][CH3:22])[CH:3]=1.[CH3:24][C:25]1[C:29](B2OC(C)(C)C(C)(C)O2)=[C:28]([CH3:39])[O:27][N:26]=1.P(=O)(O)(O)O.[K], predict the reaction product. The product is: [CH3:24][C:25]1[C:29]([C:2]2[CH:14]=[C:13]3[C:5]([C:6]4[CH:7]=[C:8]([C:15]([O:17][CH2:18][CH3:19])=[O:16])[CH:9]=[CH:10][C:11]=4[NH:12]3)=[C:4]([C:20](=[O:23])[NH:21][CH3:22])[CH:3]=2)=[C:28]([CH3:39])[O:27][N:26]=1. (4) Given the reactants [Br:1][C:2]1[CH:3]=[C:4]2[C@:15]3([N:20]=[C:19]([NH2:21])[CH2:18][O:17][CH2:16]3)[C:14]3[CH:13]=[C:12](Cl)[N:11]=[CH:10][C:9]=3[O:8][C:5]2=[CH:6][CH:7]=1.CC(C)(C)[CH2:25][OH:26].C1OCCOCCOCCOCCOCCOC1.[OH-].[K+], predict the reaction product. The product is: [Br:1][C:2]1[CH:3]=[C:4]2[C@:15]3([N:20]=[C:19]([NH2:21])[CH2:18][O:17][CH2:16]3)[C:14]3[CH:13]=[C:12]([O:26][CH3:25])[N:11]=[CH:10][C:9]=3[O:8][C:5]2=[CH:6][CH:7]=1. (5) Given the reactants [Br:1][C:2]1[CH:3]=[N:4][NH:5][CH:6]=1.[H-].[Na+].[C:9]([O:13][C:14]([N:16]1[CH2:21][CH2:20][CH2:19][C@H:18](OS(C)(=O)=O)[CH2:17]1)=[O:15])([CH3:12])([CH3:11])[CH3:10], predict the reaction product. The product is: [Br:1][C:2]1[CH:3]=[N:4][N:5]([C@@H:20]2[CH2:19][CH2:18][CH2:17][N:16]([C:14]([O:13][C:9]([CH3:12])([CH3:11])[CH3:10])=[O:15])[CH2:21]2)[CH:6]=1. (6) The product is: [NH:24]1[C:23]([C:20]2[CH:21]=[C:22]3[C:17](=[CH:18][CH:19]=2)[NH:16][N:15]=[C:14]3[C:10]2[CH:9]=[C:8]([C:6]([NH:5][CH2:4][CH:1]3[CH2:3][CH2:2]3)=[O:7])[CH:13]=[CH:12][CH:11]=2)=[N:27][CH:26]=[N:25]1. Given the reactants [CH:1]1([CH2:4][NH:5][C:6]([C:8]2[CH:13]=[CH:12][CH:11]=[C:10]([C:14]3[C:22]4[C:17](=[CH:18][CH:19]=[C:20]([C:23]5[N:27]=[CH:26][N:25](C(C6C=CC=CC=6)(C6C=CC=CC=6)C6C=CC=CC=6)[N:24]=5)[CH:21]=4)[N:16](C4CCCCO4)[N:15]=3)[CH:9]=2)=[O:7])[CH2:3][CH2:2]1.Cl.C(=O)(O)[O-].[Na+], predict the reaction product.